Dataset: NCI-60 drug combinations with 297,098 pairs across 59 cell lines. Task: Regression. Given two drug SMILES strings and cell line genomic features, predict the synergy score measuring deviation from expected non-interaction effect. (1) Drug 1: CC12CCC3C(C1CCC2=O)CC(=C)C4=CC(=O)C=CC34C. Drug 2: CC1=C(N=C(N=C1N)C(CC(=O)N)NCC(C(=O)N)N)C(=O)NC(C(C2=CN=CN2)OC3C(C(C(C(O3)CO)O)O)OC4C(C(C(C(O4)CO)O)OC(=O)N)O)C(=O)NC(C)C(C(C)C(=O)NC(C(C)O)C(=O)NCCC5=NC(=CS5)C6=NC(=CS6)C(=O)NCCC[S+](C)C)O. Cell line: HCC-2998. Synergy scores: CSS=34.7, Synergy_ZIP=1.66, Synergy_Bliss=3.47, Synergy_Loewe=2.98, Synergy_HSA=2.23. (2) Drug 2: CC1OCC2C(O1)C(C(C(O2)OC3C4COC(=O)C4C(C5=CC6=C(C=C35)OCO6)C7=CC(=C(C(=C7)OC)O)OC)O)O. Drug 1: CC1=C(C=C(C=C1)NC2=NC=CC(=N2)N(C)C3=CC4=NN(C(=C4C=C3)C)C)S(=O)(=O)N.Cl. Synergy scores: CSS=33.2, Synergy_ZIP=6.56, Synergy_Bliss=5.44, Synergy_Loewe=-7.91, Synergy_HSA=3.56. Cell line: HS 578T. (3) Drug 2: COC1=C2C(=CC3=C1OC=C3)C=CC(=O)O2. Synergy scores: CSS=41.9, Synergy_ZIP=5.83, Synergy_Bliss=6.41, Synergy_Loewe=-32.4, Synergy_HSA=4.27. Cell line: SN12C. Drug 1: COC1=CC(=CC(=C1O)OC)C2C3C(COC3=O)C(C4=CC5=C(C=C24)OCO5)OC6C(C(C7C(O6)COC(O7)C8=CC=CS8)O)O. (4) Drug 1: CCC1=CC2CC(C3=C(CN(C2)C1)C4=CC=CC=C4N3)(C5=C(C=C6C(=C5)C78CCN9C7C(C=CC9)(C(C(C8N6C)(C(=O)OC)O)OC(=O)C)CC)OC)C(=O)OC.C(C(C(=O)O)O)(C(=O)O)O. Drug 2: CC1CCC2CC(C(=CC=CC=CC(CC(C(=O)C(C(C(=CC(C(=O)CC(OC(=O)C3CCCCN3C(=O)C(=O)C1(O2)O)C(C)CC4CCC(C(C4)OC)OCCO)C)C)O)OC)C)C)C)OC. Cell line: OVCAR3. Synergy scores: CSS=67.3, Synergy_ZIP=6.39, Synergy_Bliss=5.72, Synergy_Loewe=7.16, Synergy_HSA=8.91.